This data is from Antibody paratope prediction from SAbDab with 1,023 antibody chains. The task is: Token-level Classification. Given an antibody amino acid sequence, predict which amino acid positions are active in antigen binding. Output is a list of indices for active paratope positions. (1) Given the antibody sequence: QVQLVQSGGGLVKPGGSLRLSCAASGFTFSSYAMSWVRQAPGKGLEWVSAISGSGGSTYYADSVKGRFTISRDNSKNTLYLQMSSLRAEDTAVYYCARPYLTYPQRRGPQNVSPFDNWGQGTMVTVSS, which amino acid positions are active in antigen binding (paratope)? The paratope positions are: [52, 83, 84, 85, 104, 105, 106, 107, 108, 109, 110, 111, 112, 113, 114]. (2) Given the antibody sequence: EVKLVESGGGLVQPGGSLRLSCGTSGFTLTDDYMTWVRQPPGKALEWLGFIRDRANGYTTEYSASVKGRFTISRDNSQSIVYLQMNTLRVEDSATYYCARPKGYFPYAMDYWGQGTSVIVSS, which amino acid positions are active in antigen binding (paratope)? The paratope positions are: [52, 53, 54, 85, 86, 87, 106, 107, 108]. (3) Given the antibody sequence: YELTQPPSVSVSPGQTASITCSGDKLGNKFTSWYQRKPGQSPVLVIYQDTKRPSGIPERFSGSTSGNTATLTISGTQAMDEADYYCQAWDSSTAWVFGGGTKLEVL, which amino acid positions are active in antigen binding (paratope)? The paratope positions are: [93].